From a dataset of Reaction yield outcomes from USPTO patents with 853,638 reactions. Predict the reaction yield, written as a fraction of the theoretical maximum amount of product (1.0 means a 100% yield; for example, 0.34 means a 34% yield). (1) The reactants are [Cl-].O[NH3+:3].[C:4](=[O:7])([O-])[OH:5].[Na+].CS(C)=O.[F:13][C:14]1[C:22]2[O:21][C:20]([CH3:24])([CH3:23])[CH2:19][C:18]=2[CH:17]=[C:16]([N:25]2[C:30](=[O:31])[C:29]([CH2:32][C:33]3[CH:38]=[CH:37][C:36]([C:39]4[C:40]([C:45]#[N:46])=[CH:41][CH:42]=[CH:43][CH:44]=4)=[CH:35][CH:34]=3)=[C:28]([CH2:47][CH2:48][CH3:49])[N:27]=[C:26]2[CH3:50])[CH:15]=1. The catalyst is O.C(OCC)(=O)C. The product is [F:13][C:14]1[C:22]2[O:21][C:20]([CH3:23])([CH3:24])[CH2:19][C:18]=2[CH:17]=[C:16]([N:25]2[C:30](=[O:31])[C:29]([CH2:32][C:33]3[CH:38]=[CH:37][C:36]([C:39]4[CH:44]=[CH:43][CH:42]=[CH:41][C:40]=4[C:45]4[NH:3][C:4](=[O:7])[O:5][N:46]=4)=[CH:35][CH:34]=3)=[C:28]([CH2:47][CH2:48][CH3:49])[N:27]=[C:26]2[CH3:50])[CH:15]=1. The yield is 0.710. (2) The reactants are [CH3:1][O:2][C:3]1[C:4]([CH3:12])=[CH:5][N:6]2[C:11]=1[CH:10]=[CH:9][CH:8]=[CH:7]2.[N+:13]([C:16]1[CH:17]=[C:18]([S:22](Cl)(=[O:24])=[O:23])[CH:19]=[CH:20][CH:21]=1)([O-:15])=[O:14]. No catalyst specified. The product is [CH3:1][O:2][C:3]1[C:4]([CH3:12])=[C:5]([S:22]([C:18]2[CH:19]=[CH:20][CH:21]=[C:16]([N+:13]([O-:15])=[O:14])[CH:17]=2)(=[O:23])=[O:24])[N:6]2[C:11]=1[CH:10]=[CH:9][CH:8]=[CH:7]2. The yield is 0.980. (3) The reactants are COC[O:4][C:5]1[CH:12]=[C:11]([O:13]COC)[CH:10]=[C:9]([CH2:17][O:18][CH3:19])[C:6]=1[CH:7]=[O:8].Cl. The catalyst is C1COCC1.CCOC(C)=O. The product is [OH:4][C:5]1[CH:12]=[C:11]([OH:13])[CH:10]=[C:9]([CH2:17][O:18][CH3:19])[C:6]=1[CH:7]=[O:8]. The yield is 1.00.